Dataset: Forward reaction prediction with 1.9M reactions from USPTO patents (1976-2016). Task: Predict the product of the given reaction. (1) Given the reactants [N-]=[C:2]=O.[I:4][C:5]1[CH:11]=[CH:10][C:8]([NH2:9])=[C:7]([N+:12]([O-:14])=[O:13])[CH:6]=1.[O:15]=[C:16](Cl)[O:17]C(Cl)(Cl)Cl.C(O)[CH2:24][CH2:25][CH3:26], predict the reaction product. The product is: [C:25]([O:17][C:16](=[O:15])[NH:9][C:8]1[CH:10]=[CH:11][C:5]([I:4])=[CH:6][C:7]=1[N+:12]([O-:14])=[O:13])([CH3:24])([CH3:26])[CH3:2]. (2) Given the reactants [Br:1][C:2]1[C:7]([CH:8]=O)=[CH:6][CH:5]=[CH:4][N:3]=1.[NH2:10][C:11]1[CH:16]=[CH:15][CH:14]=[CH:13][C:12]=1[SH:17].C([O-])(=O)C.[Pb+4].C([O-])(=O)C.C([O-])(=O)C.C([O-])(=O)C.O, predict the reaction product. The product is: [Br:1][C:2]1[C:7]([C:8]2[S:17][C:12]3[CH:13]=[CH:14][CH:15]=[CH:16][C:11]=3[N:10]=2)=[CH:6][CH:5]=[CH:4][N:3]=1. (3) Given the reactants CS(O[C@@H:6]1[CH2:15][O:14][C@H:13]2[C@@H:8]([O:9][CH:10]([C:16]3[CH:21]=[CH:20][CH:19]=[CH:18][CH:17]=3)[O:11][CH2:12]2)[CH2:7]1)(=O)=O.C([O-])(=[S:24])C.[K+].[Na].[Cl-].[NH4+], predict the reaction product. The product is: [C:16]1([CH:10]2[O:9][C@H:8]3[CH2:7][C@@H:6]([SH:24])[CH2:15][O:14][C@@H:13]3[CH2:12][O:11]2)[CH:21]=[CH:20][CH:19]=[CH:18][CH:17]=1. (4) Given the reactants [Br:1][C:2]1[CH:9]=[CH:8][C:5]([CH:6]=O)=[C:4](F)[CH:3]=1.[C:11]([NH2:14])(=[NH:13])[CH3:12], predict the reaction product. The product is: [Br:1][C:2]1[CH:3]=[C:4]2[C:5]([CH:6]=[N:13][C:11]([CH3:12])=[N:14]2)=[CH:8][CH:9]=1. (5) Given the reactants C(OC([N:8]1[CH2:13][CH2:12][N:11]([C:14]2[C:19]([C:20]([F:23])([F:22])[F:21])=[CH:18][CH:17]=[CH:16][N:15]=2)[CH2:10][CH2:9]1)=O)(C)(C)C.C(O)(C(F)(F)F)=O, predict the reaction product. The product is: [F:23][C:20]([F:21])([F:22])[C:19]1[C:14]([N:11]2[CH2:10][CH2:9][NH:8][CH2:13][CH2:12]2)=[N:15][CH:16]=[CH:17][CH:18]=1.